This data is from NCI-60 drug combinations with 297,098 pairs across 59 cell lines. The task is: Regression. Given two drug SMILES strings and cell line genomic features, predict the synergy score measuring deviation from expected non-interaction effect. (1) Drug 1: CCC(=C(C1=CC=CC=C1)C2=CC=C(C=C2)OCCN(C)C)C3=CC=CC=C3.C(C(=O)O)C(CC(=O)O)(C(=O)O)O. Drug 2: CCCCCOC(=O)NC1=NC(=O)N(C=C1F)C2C(C(C(O2)C)O)O. Cell line: A549. Synergy scores: CSS=-4.65, Synergy_ZIP=5.87, Synergy_Bliss=3.96, Synergy_Loewe=-4.02, Synergy_HSA=-4.16. (2) Drug 1: CCC1=C2CN3C(=CC4=C(C3=O)COC(=O)C4(CC)O)C2=NC5=C1C=C(C=C5)O. Drug 2: CCC1(C2=C(COC1=O)C(=O)N3CC4=CC5=C(C=CC(=C5CN(C)C)O)N=C4C3=C2)O.Cl. Cell line: ACHN. Synergy scores: CSS=53.0, Synergy_ZIP=1.25, Synergy_Bliss=1.92, Synergy_Loewe=-5.47, Synergy_HSA=2.81. (3) Drug 1: CC=C1C(=O)NC(C(=O)OC2CC(=O)NC(C(=O)NC(CSSCCC=C2)C(=O)N1)C(C)C)C(C)C. Drug 2: CC1=C(C(=O)C2=C(C1=O)N3CC4C(C3(C2COC(=O)N)OC)N4)N. Cell line: OVCAR3. Synergy scores: CSS=63.1, Synergy_ZIP=0.157, Synergy_Bliss=2.40, Synergy_Loewe=-0.264, Synergy_HSA=3.58. (4) Drug 1: C1CN1P(=S)(N2CC2)N3CC3. Drug 2: CC1C(C(CC(O1)OC2CC(OC(C2O)C)OC3=CC4=CC5=C(C(=O)C(C(C5)C(C(=O)C(C(C)O)O)OC)OC6CC(C(C(O6)C)O)OC7CC(C(C(O7)C)O)OC8CC(C(C(O8)C)O)(C)O)C(=C4C(=C3C)O)O)O)O. Cell line: OVCAR-4. Synergy scores: CSS=34.6, Synergy_ZIP=-1.09, Synergy_Bliss=0.0849, Synergy_Loewe=-31.8, Synergy_HSA=0.746. (5) Drug 1: C1=CC(=CC=C1CC(C(=O)O)N)N(CCCl)CCCl.Cl. Drug 2: C1CNP(=O)(OC1)N(CCCl)CCCl. Cell line: UACC-257. Synergy scores: CSS=-2.60, Synergy_ZIP=0.351, Synergy_Bliss=-2.60, Synergy_Loewe=-6.90, Synergy_HSA=-6.14.